Predict the product of the given reaction. From a dataset of Forward reaction prediction with 1.9M reactions from USPTO patents (1976-2016). (1) Given the reactants Br[C:2]1[CH:20]=[CH:19][C:5]([C:6]([NH:8][C:9]2[CH:14]=[C:13]([C:15]([F:18])([F:17])[F:16])[CH:12]=[CH:11][N:10]=2)=[O:7])=[CH:4][C:3]=1[O:21][CH:22]1[CH2:24][CH2:23]1.[CH3:25][C:26]1([CH3:42])[C:30]([CH3:32])([CH3:31])[O:29][B:28]([B:28]2[O:29][C:30]([CH3:32])([CH3:31])[C:26]([CH3:42])([CH3:25])[O:27]2)[O:27]1, predict the reaction product. The product is: [CH:22]1([O:21][C:3]2[CH:4]=[C:5]([CH:19]=[CH:20][C:2]=2[B:28]2[O:29][C:30]([CH3:32])([CH3:31])[C:26]([CH3:42])([CH3:25])[O:27]2)[C:6]([NH:8][C:9]2[CH:14]=[C:13]([C:15]([F:18])([F:17])[F:16])[CH:12]=[CH:11][N:10]=2)=[O:7])[CH2:24][CH2:23]1. (2) Given the reactants [Cl:1][C:2]1[C:3]([F:23])=[C:4]([CH:20]=[CH:21][CH:22]=1)[NH:5][C:6]1[C:15]2[C:10](=[CH:11][C:12]([O:18][CH3:19])=[C:13]([CH:16]=O)[CH:14]=2)[N:9]=[CH:8][N:7]=1.[CH2:24]([NH2:26])[CH3:25], predict the reaction product. The product is: [Cl:1][C:2]1[C:3]([F:23])=[C:4]([NH:5][C:6]2[C:15]3[C:10](=[CH:11][C:12]([O:18][CH3:19])=[C:13]([CH2:16][NH:26][CH2:24][CH3:25])[CH:14]=3)[N:9]=[CH:8][N:7]=2)[CH:20]=[CH:21][CH:22]=1. (3) Given the reactants [ClH:1].[OH:2][C:3]([C:35]1[CH:40]=[CH:39][CH:38]=[CH:37][CH:36]=1)([C:29]1[CH:34]=[CH:33][CH:32]=[CH:31][CH:30]=1)[CH:4]1[CH2:9][CH2:8][N:7]([CH2:10][CH2:11][CH2:12][C:13]([C:15]2[CH:20]=[CH:19][C:18](C(C)(C)C(OCC)=O)=[CH:17][CH:16]=2)=[O:14])[CH2:6][CH2:5]1.[OH-:41].[Na+].[BH4-].[Na+].Cl, predict the reaction product. The product is: [OH2:2].[ClH:1].[OH:2][C:3]([C:29]1[CH:30]=[CH:31][CH:32]=[CH:33][CH:34]=1)([C:35]1[CH:36]=[CH:37][CH:38]=[CH:39][CH:40]=1)[CH:4]1[CH2:9][CH2:8][N:7]([CH2:10][CH2:11][CH2:12][CH:13]([C:15]2[CH:20]=[CH:19][CH:18]=[CH:17][C:16]=2[C:4]([CH3:9])([CH3:5])[C:3]([OH:2])=[O:41])[OH:14])[CH2:6][CH2:5]1. (4) Given the reactants [CH2:1]([O:3][C:4]([C:6]1[CH:11]=[CH:10][C:9]([NH:12][C:13]([N:15]2[CH2:20][CH2:19][N:18]([C:21]([O:23][C:24]([CH3:27])([CH3:26])[CH3:25])=[O:22])[CH2:17][CH:16]2[CH2:28]O)=[O:14])=[CH:8][CH:7]=1)=[O:5])[CH3:2].C1CCN2C(=NCCC2)CC1.CS(Cl)(=O)=O.O, predict the reaction product. The product is: [CH2:1]([O:3][C:4]([C:6]1[CH:7]=[CH:8][C:9]([N:12]2[CH2:28][CH:16]3[CH2:17][N:18]([C:21]([O:23][C:24]([CH3:25])([CH3:26])[CH3:27])=[O:22])[CH2:19][CH2:20][N:15]3[C:13]2=[O:14])=[CH:10][CH:11]=1)=[O:5])[CH3:2]. (5) The product is: [C:14]([C:10]1[CH:9]=[C:5]([CH:4]=[C:3]([O:2][CH3:1])[C:11]=1[O:12][CH3:13])[C:6]([OH:8])=[O:7])#[CH:15]. Given the reactants [CH3:1][O:2][C:3]1[CH:4]=[C:5]([CH:9]=[C:10]([C:14]#[C:15][Si](C)(C)C)[C:11]=1[O:12][CH3:13])[C:6]([OH:8])=[O:7].CCCC[N+](CCCC)(CCCC)CCCC.[F-], predict the reaction product. (6) Given the reactants [Cl:1][C:2]1[CH:3]=[C:4]([C@H:9]2[C@@H:15]([CH2:16][OH:17])[O:14][CH2:13][CH2:12][N:11]([C:18]([O:20][C:21]([CH3:24])([CH3:23])[CH3:22])=[O:19])[CH2:10]2)[CH:5]=[CH:6][C:7]=1[Cl:8].CC(OI1(OC(C)=O)(OC(C)=O)OC(=O)C2C=CC=CC1=2)=O.C(=O)([O-])O.[Na+].S([O-])([O-])=O.[Na+].[Na+], predict the reaction product. The product is: [Cl:1][C:2]1[CH:3]=[C:4]([C@H:9]2[C@@H:15]([CH:16]=[O:17])[O:14][CH2:13][CH2:12][N:11]([C:18]([O:20][C:21]([CH3:24])([CH3:23])[CH3:22])=[O:19])[CH2:10]2)[CH:5]=[CH:6][C:7]=1[Cl:8]. (7) Given the reactants [CH3:1][C:2]1[N:3]=[CH:4][N:5]([C:7]2[CH:8]=[C:9]([NH:13][C:14]3[C:23]4[CH2:22][CH2:21][C:20]5[CH:24]=[CH:25][CH:26]=[CH:27][C:19]=5[C:18]=4[N:17]=[CH:16][N:15]=3)[CH:10]=[CH:11][CH:12]=2)[CH:6]=1.[CH3:28][S:29]([OH:32])(=[O:31])=[O:30].C(OC(C)C)(C)C, predict the reaction product. The product is: [CH3:28][S:29]([OH:32])(=[O:31])=[O:30].[CH3:1][C:2]1[N:3]=[CH:4][N:5]([C:7]2[CH:8]=[C:9]([NH:13][C:14]3[C:23]4[CH2:22][CH2:21][C:20]5[CH:24]=[CH:25][CH:26]=[CH:27][C:19]=5[C:18]=4[N:17]=[CH:16][N:15]=3)[CH:10]=[CH:11][CH:12]=2)[CH:6]=1. (8) Given the reactants [F:1][C:2]1[CH:7]=[CH:6][C:5]([NH:8][NH2:9])=[CH:4][CH:3]=1.[OH:10][C:11]1[CH:18]=[C:17]([OH:19])[C:16]([OH:20])=[CH:15][C:12]=1[CH:13]=O, predict the reaction product. The product is: [F:1][C:2]1[CH:7]=[CH:6][C:5]([NH:8][N:9]=[CH:13][C:12]2[CH:15]=[C:16]([OH:20])[C:17]([OH:19])=[CH:18][C:11]=2[OH:10])=[CH:4][CH:3]=1.